This data is from Forward reaction prediction with 1.9M reactions from USPTO patents (1976-2016). The task is: Predict the product of the given reaction. (1) Given the reactants [CH3:1][O:2][C:3]1[CH:4]=[C:5]([CH:8]=[CH:9][CH:10]=1)[CH2:6][Cl:7].N1C=CC=CC=1.[Br:17]Br.C(OCC)(=O)C, predict the reaction product. The product is: [Br:17][C:8]1[CH:9]=[CH:10][C:3]([O:2][CH3:1])=[CH:4][C:5]=1[CH2:6][Cl:7]. (2) Given the reactants [CH2:1]([N:3]([CH2:9][C:10]1[CH:15]=[C:14]([N:16]2[CH:20]=[CH:19][CH:18]=[N:17]2)[CH:13]=[CH:12][C:11]=1B1OC(C)(C)C(C)(C)O1)[C:4]([CH:6]1[CH2:8][CH2:7]1)=[O:5])[CH3:2].C([O:32][C:33](=[O:44])[CH2:34][C:35]1[CH:36]=[N:37][C:38]([O:42][CH3:43])=[C:39](Br)[CH:40]=1)C, predict the reaction product. The product is: [CH:6]1([C:4]([N:3]([CH2:9][C:10]2[CH:15]=[C:14]([N:16]3[CH:20]=[CH:19][CH:18]=[N:17]3)[CH:13]=[CH:12][C:11]=2[C:39]2[CH:40]=[C:35]([CH2:34][C:33]([OH:44])=[O:32])[CH:36]=[N:37][C:38]=2[O:42][CH3:43])[CH2:1][CH3:2])=[O:5])[CH2:7][CH2:8]1. (3) Given the reactants [CH3:1][S:2][C:3]1[N:4]=[CH:5][C:6]2[C:12](=O)[NH:11][CH:10]=[C:9]([C:14]3[C:22]4[C:17](=[CH:18][C:19]([C:23]([F:26])([F:25])[F:24])=[CH:20][CH:21]=4)[N:16]([S:27]([C:30]4[CH:35]=[CH:34][C:33]([CH3:36])=[CH:32][CH:31]=4)(=[O:29])=[O:28])[CH:15]=3)[C:7]=2[N:8]=1.P(Cl)(Cl)([Cl:39])=O, predict the reaction product. The product is: [Cl:39][C:12]1[C:6]2[CH:5]=[N:4][C:3]([S:2][CH3:1])=[N:8][C:7]=2[C:9]([C:14]2[C:22]3[C:17](=[CH:18][C:19]([C:23]([F:26])([F:25])[F:24])=[CH:20][CH:21]=3)[N:16]([S:27]([C:30]3[CH:35]=[CH:34][C:33]([CH3:36])=[CH:32][CH:31]=3)(=[O:29])=[O:28])[CH:15]=2)=[CH:10][N:11]=1. (4) Given the reactants [S:1]([C:5]1[CH:10]=[CH:9][C:8]([CH2:11][CH2:12][NH:13][C:14](=[O:16])[CH3:15])=[CH:7][CH:6]=1)(=[O:4])(=[O:3])[NH2:2].[Cl:17]N1C(=O)CCC1=O.S(OOS([O-])(=O)=O)([O-])(=O)=O.[Na+].[Na+].FC(F)(F)S(O)(=O)=O.N, predict the reaction product. The product is: [Cl:17][C:10]1[CH:9]=[C:8]([CH2:11][CH2:12][NH:13][C:14](=[O:16])[CH3:15])[CH:7]=[CH:6][C:5]=1[S:1](=[O:3])(=[O:4])[NH2:2]. (5) Given the reactants [Cl:1][C:2]1[CH:3]=[C:4]([C:9]2[CH2:13][C:12]([C:18]3[CH:23]=[C:22]([Br:24])[C:21]([F:25])=[C:20]([Br:26])[CH:19]=3)([C:14]([F:17])([F:16])[F:15])[O:11][N:10]=2)[CH:5]=[CH:6][C:7]=1[CH3:8].BrN1C(=O)CCC1=O.N(C(C)(C)C#N)=NC(C)(C)C#N.[C:47]1(=[O:57])[NH:51][C:50](=[O:52])[C:49]2=[CH:53][CH:54]=[CH:55][CH:56]=[C:48]12.[K], predict the reaction product. The product is: [Cl:1][C:2]1[CH:3]=[C:4]([C:9]2[CH2:13][C:12]([C:18]3[CH:23]=[C:22]([Br:24])[C:21]([F:25])=[C:20]([Br:26])[CH:19]=3)([C:14]([F:17])([F:15])[F:16])[O:11][N:10]=2)[CH:5]=[CH:6][C:7]=1[CH2:8][N:51]1[C:50](=[O:52])[C:49]2=[CH:53][CH:54]=[CH:55][CH:56]=[C:48]2[C:47]1=[O:57]. (6) Given the reactants [C:1]([C:3]1[CH:8]=[CH:7][C:6]([N:9]2[CH2:14][CH2:13][CH2:12][C@H:11]([NH:15][C@@H:16]3[CH2:21][CH2:20][CH2:19][CH2:18][C@H:17]3[NH:22][C:23](=[O:35])CC3C4C(=CC=CC=4)N(C)C=3)[CH2:10]2)=[CH:5][CH:4]=1)#[N:2].[Cl:36][C:37]1[CH:42]=[CH:41][CH:40]=[C:39]([N:43]=C=O)[CH:38]=1, predict the reaction product. The product is: [Cl:36][C:37]1[CH:38]=[C:39]([NH:43][C:23]([NH:22][C@@H:17]2[CH2:18][CH2:19][CH2:20][CH2:21][C@H:16]2[NH:15][C@H:11]2[CH2:12][CH2:13][CH2:14][N:9]([C:6]3[CH:5]=[CH:4][C:3]([C:1]#[N:2])=[CH:8][CH:7]=3)[CH2:10]2)=[O:35])[CH:40]=[CH:41][CH:42]=1. (7) Given the reactants C[O:2][C:3]([C:5]1[CH:10]=[CH:9][C:8](=[O:11])[N:7]([CH3:12])[C:6]=1[NH:13][C:14]1[CH:19]=[CH:18][C:17]([Br:20])=[CH:16][C:15]=1[F:21])=[O:4].BrC1C=CC(N)=C(F)C=1.C[Si]([N-][Si](C)(C)C)(C)C.[Li+].COC(C1C=CC(=O)NC=1)=O, predict the reaction product. The product is: [Br:20][C:17]1[CH:18]=[CH:19][C:14]([NH:13][C:6]2[N:7]([CH3:12])[C:8](=[O:11])[CH:9]=[CH:10][C:5]=2[C:3]([OH:4])=[O:2])=[C:15]([F:21])[CH:16]=1.